Predict the reaction yield, written as a fraction of the theoretical maximum amount of product (1.0 means a 100% yield; for example, 0.34 means a 34% yield). From a dataset of Reaction yield outcomes from USPTO patents with 853,638 reactions. (1) The reactants are [Br:1][C:2]1[CH:10]=[CH:9][C:5]([C:6](O)=[O:7])=[CH:4][C:3]=1[CH3:11].[CH3:12][O:13][NH:14][CH3:15].C(N(CC)CC)C. The catalyst is CN(C=O)C. The product is [Br:1][C:2]1[CH:10]=[CH:9][C:5]([C:6]([N:14]([O:13][CH3:12])[CH3:15])=[O:7])=[CH:4][C:3]=1[CH3:11]. The yield is 0.610. (2) The reactants are BrN1C(=O)CCC1=O.Br[CH2:10][Br:11].[CH3:12][O:13][C:14](=[O:22])[C:15]1[CH:20]=[CH:19][CH:18]=[CH:17][C:16]=1C. The catalyst is C(Cl)(Cl)Cl. The product is [CH3:12][O:13][C:14](=[O:22])[C:15]1[CH:20]=[CH:19][CH:18]=[CH:17][C:16]=1[CH2:10][Br:11]. The yield is 0.760. (3) The reactants are [CH3:1][O:2][C:3]([C:5]1[C:9]([NH:10][S:11]([C:14]2[CH:19]=[CH:18][C:17]([O:20][CH3:21])=[CH:16][CH:15]=2)(=[O:13])=[O:12])=[C:8]([Br:22])[S:7][CH:6]=1)=[O:4].Cl.[N:24]1[CH:29]=[CH:28][CH:27]=[C:26]([CH2:30]Cl)[CH:25]=1.C(=O)([O-])[O-].[K+].[K+]. The catalyst is CN(C=O)C.O. The product is [CH3:1][O:2][C:3]([C:5]1[C:9]([N:10]([S:11]([C:14]2[CH:19]=[CH:18][C:17]([O:20][CH3:21])=[CH:16][CH:15]=2)(=[O:13])=[O:12])[CH2:30][C:26]2[CH:25]=[N:24][CH:29]=[CH:28][CH:27]=2)=[C:8]([Br:22])[S:7][CH:6]=1)=[O:4]. The yield is 0.710. (4) The reactants are [F:1][C:2]([F:18])([F:17])[C:3]([C:9]1[CH:14]=[C:13]([CH3:15])[CH:12]=[CH:11][C:10]=1[I:16])([OH:8])[C:4]([F:7])([F:6])[F:5].[ClH:19].Cl[O-].[Na+]. The catalyst is CC(O)C. The product is [Cl:19][I:16]1[C:10]2[CH:11]=[CH:12][C:13]([CH3:15])=[CH:14][C:9]=2[C:3]([C:4]([F:7])([F:6])[F:5])([C:2]([F:1])([F:17])[F:18])[O:8]1. The yield is 0.760.